From a dataset of Reaction yield outcomes from USPTO patents with 853,638 reactions. Predict the reaction yield, written as a fraction of the theoretical maximum amount of product (1.0 means a 100% yield; for example, 0.34 means a 34% yield). (1) The reactants are C[O:2][C:3]1[CH:4]=[C:5]([NH:9][CH:10]=[C:11]([C:17](OCC)=O)[C:12]([O:14][CH2:15][CH3:16])=[O:13])[CH:6]=[CH:7][CH:8]=1.C(OC=C(C(OCC)=O)C(OCC)=O)C.COC1C=CC=C(N)C=1. No catalyst specified. The product is [OH:2][C:3]1[CH:4]=[C:5]2[C:6]([CH:17]=[C:11]([C:12]([O:14][CH2:15][CH3:16])=[O:13])[CH:10]=[N:9]2)=[CH:7][CH:8]=1. The yield is 0.990. (2) The reactants are C([O:4][CH2:5][C:6]([CH3:53])([CH3:52])[CH2:7][N:8]1[C:14]2[CH:15]=[CH:16][C:17]([Cl:19])=[CH:18][C:13]=2[C@@H:12]([C:20]2[CH:25]=[CH:24][CH:23]=[C:22]([O:26][CH3:27])[C:21]=2[O:28][CH3:29])[O:11][C@H:10]([CH2:30][C:31]([NH:33][C:34]2[CH:35]=[C:36]([C:42]([CH3:50])([CH3:49])[CH2:43][CH2:44][C:45]([O:47]C)=[O:46])[CH:37]=[CH:38][C:39]=2[O:40][CH3:41])=[O:32])[C:9]1=[O:51])(=O)C.[OH-].[Na+].C(O)C. The catalyst is O. The product is [Cl:19][C:17]1[CH:16]=[CH:15][C:14]2[N:8]([CH2:7][C:6]([CH3:52])([CH3:53])[CH2:5][OH:4])[C:9](=[O:51])[C@@H:10]([CH2:30][C:31]([NH:33][C:34]3[CH:35]=[C:36]([C:42]([CH3:49])([CH3:50])[CH2:43][CH2:44][C:45]([OH:47])=[O:46])[CH:37]=[CH:38][C:39]=3[O:40][CH3:41])=[O:32])[O:11][C@H:12]([C:20]3[CH:25]=[CH:24][CH:23]=[C:22]([O:26][CH3:27])[C:21]=3[O:28][CH3:29])[C:13]=2[CH:18]=1. The yield is 0.860. (3) The reactants are [NH2:1][C:2]1[N:7]=[C:6](Cl)[C:5]([NH:9][CH:10]=[O:11])=[C:4]([Cl:12])[N:3]=1.C(N(CC)C(C)C)(C)C.[C:22]([O:26][C:27]([N:29]1[CH2:34][CH2:33][NH:32][CH2:31][CH2:30]1)=[O:28])([CH3:25])([CH3:24])[CH3:23]. The catalyst is O1CCOCC1. The product is [C:22]([O:26][C:27]([N:29]1[CH2:34][CH2:33][N:32]([C:6]2[C:5]([NH:9][CH:10]=[O:11])=[C:4]([Cl:12])[N:3]=[C:2]([NH2:1])[N:7]=2)[CH2:31][CH2:30]1)=[O:28])([CH3:25])([CH3:23])[CH3:24]. The yield is 1.00. (4) The reactants are [CH2:1]([O:8][C:9]([NH:11][C@@H:12]([CH2:16][C:17]1[CH:22]=[CH:21][C:20]([C:23]2[N:28]=[CH:27][C:26]([C:29]3[CH:34]=[CH:33][C:32]([O:35][CH2:36][CH2:37][CH2:38][CH2:39][CH2:40][CH2:41][CH3:42])=[CH:31][CH:30]=3)=[CH:25][N:24]=2)=[CH:19][CH:18]=1)[C:13](O)=[O:14])=[O:10])[C:2]1[CH:7]=[CH:6][CH:5]=[CH:4][CH:3]=1.Cl.[NH2:44][C@H:45]([CH3:53])[C:46]([O:48][C:49]([CH3:52])([CH3:51])[CH3:50])=[O:47].CN(C(ON1N=NC2C=CC=NC1=2)=[N+](C)C)C.F[P-](F)(F)(F)(F)F. The catalyst is CN(C=O)C.CC(=O)OCC. The product is [CH2:1]([O:8][C:9]([NH:11][C@@H:12]([CH2:16][C:17]1[CH:22]=[CH:21][C:20]([C:23]2[N:24]=[CH:25][C:26]([C:29]3[CH:30]=[CH:31][C:32]([O:35][CH2:36][CH2:37][CH2:38][CH2:39][CH2:40][CH2:41][CH3:42])=[CH:33][CH:34]=3)=[CH:27][N:28]=2)=[CH:19][CH:18]=1)[C:13]([NH:44][C@@H:45]([C:46]([O:48][C:49]([CH3:52])([CH3:51])[CH3:50])=[O:47])[CH3:53])=[O:14])=[O:10])[C:2]1[CH:3]=[CH:4][CH:5]=[CH:6][CH:7]=1. The yield is 0.705. (5) The reactants are [CH2:1]([O:3][C:4]1[CH:5]=[C:6]([CH:9]=[CH:10][C:11]=1[O:12][CH3:13])[CH:7]=O)[CH3:2].[C:14]([NH:22][OH:23])([CH2:17][C:18]([CH3:21])([CH3:20])[CH3:19])([CH3:16])[CH3:15].Cl. The catalyst is CO. The product is [CH2:1]([O:3][C:4]1[CH:5]=[C:6]([CH:7]=[N+:22]([C:14]([CH2:17][C:18]([CH3:21])([CH3:20])[CH3:19])([CH3:16])[CH3:15])[O-:23])[CH:9]=[CH:10][C:11]=1[O:12][CH3:13])[CH3:2]. The yield is 0.600. (6) The reactants are [CH2:1]([O:8][C:9]1[CH:14]=[C:13]([O:15][CH2:16][C:17]2[CH:22]=[CH:21][CH:20]=[CH:19][CH:18]=2)[C:12]([CH:23]([CH3:25])[CH3:24])=[CH:11][C:10]=1[C:26]1[O:30][N:29]=[C:28]([C:31]([NH:33][CH2:34][CH3:35])=[O:32])[C:27]=1[C:36](=[N:38][OH:39])[NH2:37])[C:2]1[CH:7]=[CH:6][CH:5]=[CH:4][CH:3]=1.[C:40]([O:43][C@@H:44]([CH3:48])[C:45](Cl)=O)(=[O:42])[CH3:41]. No catalyst specified. The product is [C:40]([O:43][C@H:44]([C:48]1[O:39][N:38]=[C:36]([C:27]2[C:28]([C:31](=[O:32])[NH:33][CH2:34][CH3:35])=[N:29][O:30][C:26]=2[C:10]2[CH:11]=[C:12]([CH:23]([CH3:25])[CH3:24])[C:13]([O:15][CH2:16][C:17]3[CH:22]=[CH:21][CH:20]=[CH:19][CH:18]=3)=[CH:14][C:9]=2[O:8][CH2:1][C:2]2[CH:7]=[CH:6][CH:5]=[CH:4][CH:3]=2)[N:37]=1)[CH3:45])(=[O:42])[CH3:41]. The yield is 0.580.